This data is from Catalyst prediction with 721,799 reactions and 888 catalyst types from USPTO. The task is: Predict which catalyst facilitates the given reaction. (1) Reactant: [C:1]1([P:7](=[O:10])([OH:9])[OH:8])[CH:6]=[CH:5][CH:4]=[CH:3][CH:2]=1.[N:11]1[C:18]([NH2:19])=[N:17][C:15]([NH2:16])=[N:14][C:12]=1[NH2:13]. Product: [C:1]1([P:7](=[O:8])([OH:10])[OH:9])[CH:6]=[CH:5][CH:4]=[CH:3][CH:2]=1.[N:11]1[C:18]([NH2:19])=[N:17][C:15]([NH2:16])=[N:14][C:12]=1[NH2:13]. The catalyst class is: 6. (2) Reactant: [N+:1]([C:4]1[CH:5]=[C:6]([CH2:10][C:11]([OH:13])=[O:12])[CH:7]=[CH:8][CH:9]=1)([O-:3])=[O:2].[C:14](Cl)(=O)C. Product: [N+:1]([CH:4]1[CH2:9][CH2:8][CH2:7][CH:6]([CH2:10][C:11]([O:13][CH3:14])=[O:12])[CH2:5]1)([O-:3])=[O:2]. The catalyst class is: 5.